Dataset: NCI-60 drug combinations with 297,098 pairs across 59 cell lines. Task: Regression. Given two drug SMILES strings and cell line genomic features, predict the synergy score measuring deviation from expected non-interaction effect. (1) Drug 1: C1CCC(CC1)NC(=O)N(CCCl)N=O. Drug 2: C(CN)CNCCSP(=O)(O)O. Cell line: UACC62. Synergy scores: CSS=7.71, Synergy_ZIP=-6.79, Synergy_Bliss=-6.98, Synergy_Loewe=-20.3, Synergy_HSA=-8.11. (2) Drug 1: CCC1(CC2CC(C3=C(CCN(C2)C1)C4=CC=CC=C4N3)(C5=C(C=C6C(=C5)C78CCN9C7C(C=CC9)(C(C(C8N6C)(C(=O)OC)O)OC(=O)C)CC)OC)C(=O)OC)O.OS(=O)(=O)O. Drug 2: CC(C)CN1C=NC2=C1C3=CC=CC=C3N=C2N. Cell line: MCF7. Synergy scores: CSS=-2.17, Synergy_ZIP=2.38, Synergy_Bliss=0.387, Synergy_Loewe=-0.646, Synergy_HSA=-3.06. (3) Drug 1: CC(C1=C(C=CC(=C1Cl)F)Cl)OC2=C(N=CC(=C2)C3=CN(N=C3)C4CCNCC4)N. Drug 2: CC(C)(C#N)C1=CC(=CC(=C1)CN2C=NC=N2)C(C)(C)C#N. Cell line: SK-OV-3. Synergy scores: CSS=5.27, Synergy_ZIP=-0.169, Synergy_Bliss=2.68, Synergy_Loewe=1.36, Synergy_HSA=2.59.